This data is from Reaction yield outcomes from USPTO patents with 853,638 reactions. The task is: Predict the reaction yield, written as a fraction of the theoretical maximum amount of product (1.0 means a 100% yield; for example, 0.34 means a 34% yield). (1) The reactants are [Cl:1][C:2]1[CH:7]=[CH:6][C:5]([OH:8])=[CH:4][C:3]=1B(O)O.Br[C:13]1[N:14]=[CH:15][C:16]([NH2:19])=[N:17][CH:18]=1.C([O-])([O-])=O.[K+].[K+]. The catalyst is O1CCOCC1.O.CCOC(C)=O.O. The product is [NH2:19][C:16]1[N:17]=[CH:18][C:13]([C:3]2[CH:4]=[C:5]([OH:8])[CH:6]=[CH:7][C:2]=2[Cl:1])=[N:14][CH:15]=1. The yield is 0.830. (2) The reactants are [NH2:1][C:2]1[C:3]([N:9]2[CH2:14][CH2:13][N:12]([C:15]([O:17][C:18]([CH3:21])([CH3:20])[CH3:19])=[O:16])[CH2:11][CH2:10]2)=[N:4][C:5](Br)=[CH:6][N:7]=1.[N:22]1[CH:27]=[CH:26][C:25](B(O)O)=[CH:24][CH:23]=1. No catalyst specified. The product is [NH2:1][C:2]1[C:3]([N:9]2[CH2:14][CH2:13][N:12]([C:15]([O:17][C:18]([CH3:21])([CH3:20])[CH3:19])=[O:16])[CH2:11][CH2:10]2)=[N:4][C:5]([C:25]2[CH:26]=[CH:27][N:22]=[CH:23][CH:24]=2)=[CH:6][N:7]=1. The yield is 0.970. (3) The reactants are [CH2:1]([O:8][C:9]1[C:13]([O:14][CH2:15][C:16]2[CH:21]=[CH:20][CH:19]=[CH:18][CH:17]=2)=[C:12]([C:22]([O:24][CH2:25][CH3:26])=[O:23])[N:11]([C:27]2[CH:32]=[CH:31][C:30]([O:33][CH3:34])=[CH:29][CH:28]=2)[C:10]=1[C:35]([O-])=[O:36])[C:2]1[CH:7]=[CH:6][CH:5]=[CH:4][CH:3]=1.[CH2:38]([NH+:40](CC)[CH2:41]C)C.CN(C(ON1N=NC2C=CC=NC1=2)=[N+](C)C)C.F[P-](F)(F)(F)(F)F.Cl.CNC.CCN(C(C)C)C(C)C. The catalyst is CN(C=O)C. The product is [CH2:15]([O:14][C:13]1[C:9]([O:8][CH2:1][C:2]2[CH:7]=[CH:6][CH:5]=[CH:4][CH:3]=2)=[C:10]([C:35](=[O:36])[N:40]([CH3:41])[CH3:38])[N:11]([C:27]2[CH:32]=[CH:31][C:30]([O:33][CH3:34])=[CH:29][CH:28]=2)[C:12]=1[C:22]([O:24][CH2:25][CH3:26])=[O:23])[C:16]1[CH:17]=[CH:18][CH:19]=[CH:20][CH:21]=1. The yield is 0.790. (4) The reactants are CC1(C)C(C)(C)OB([C:9]2[CH:17]=[CH:16][CH:15]=[C:14]3[C:10]=2[CH:11]=[CH:12][NH:13]3)O1.Br[C:20]1[CH:25]=[CH:24][CH:23]=[C:22]([F:26])[C:21]=1[F:27].[OH-].[Na+]. The catalyst is C1COCC1.[Pd].C(OCC)(=O)C. The product is [F:26][C:22]1[C:21]([F:27])=[CH:20][CH:25]=[CH:24][C:23]=1[C:9]1[CH:17]=[CH:16][CH:15]=[C:14]2[C:10]=1[CH:11]=[CH:12][NH:13]2. The yield is 0.820.